This data is from Reaction yield outcomes from USPTO patents with 853,638 reactions. The task is: Predict the reaction yield, written as a fraction of the theoretical maximum amount of product (1.0 means a 100% yield; for example, 0.34 means a 34% yield). (1) The reactants are [H-].[Na+].[CH3:3][N:4]1[C:9](=[O:10])[CH:8]=[N:7][NH:6][C:5]1=[O:11].Br[CH2:13][CH2:14][CH2:15][CH2:16][CH2:17][Cl:18]. The catalyst is CN(C=O)C. The product is [Cl:18][CH2:17][CH2:16][CH2:15][CH2:14][CH2:13][N:6]1[C:5](=[O:11])[N:4]([CH3:3])[C:9](=[O:10])[CH:8]=[N:7]1. The yield is 0.340. (2) The product is [NH:9]1[CH:13]=[C:12]([CH:16]=[N:5][CH2:4][C:3]([F:7])([F:6])[F:2])[CH:11]=[N:10]1. The catalyst is C(#N)C. The yield is 0.900. The reactants are Cl.[F:2][C:3]([F:7])([F:6])[CH2:4][NH2:5].Cl.[NH:9]1[CH:13]=[CH:12][C:11](C=O)=[N:10]1.[CH2:16](N(CC)CC)C. (3) The reactants are C([O:5][C:6]([C:8]1[CH:12]=[C:11]([F:13])[S:10][C:9]=1[C:14]1[CH:19]=[CH:18][C:17]([C:20]2[CH:25]=[CH:24][C:23]([C:26]3([C:29]([O:31][CH2:32][CH3:33])=[O:30])[CH2:28][CH2:27]3)=[CH:22][CH:21]=2)=[CH:16][CH:15]=1)=[O:7])(C)(C)C.FC(F)(F)C(O)=O. The catalyst is C(Cl)Cl. The product is [CH2:32]([O:31][C:29]([C:26]1([C:23]2[CH:22]=[CH:21][C:20]([C:17]3[CH:18]=[CH:19][C:14]([C:9]4[S:10][C:11]([F:13])=[CH:12][C:8]=4[C:6]([OH:7])=[O:5])=[CH:15][CH:16]=3)=[CH:25][CH:24]=2)[CH2:27][CH2:28]1)=[O:30])[CH3:33]. The yield is 0.980. (4) The reactants are CC(OC(/N=N/C(OC(C)C)=O)=O)C.[N:15]1([C:22]2[C:31]3[C:26](=[CH:27][C:28]([CH2:33][OH:34])=[C:29]([CH3:32])[CH:30]=3)[N:25]=[C:24]([Cl:35])[CH:23]=2)[CH2:21][CH2:20][CH2:19][CH2:18][CH2:17][CH2:16]1.[F:36][C:37]([F:46])([F:45])[C:38]1[CH:39]=[C:40](O)[CH:41]=[CH:42][CH:43]=1.C1(P(C2C=CC=CC=2)C2C=CC=CC=2)C=CC=CC=1. The catalyst is ClCCl.C(OCC)(=O)C. The product is [N:15]1([C:22]2[C:31]3[C:26](=[CH:27][C:28]([CH2:33][O:34][C:42]4[CH:41]=[CH:40][CH:39]=[C:38]([C:37]([F:46])([F:45])[F:36])[CH:43]=4)=[C:29]([CH3:32])[CH:30]=3)[N:25]=[C:24]([Cl:35])[CH:23]=2)[CH2:21][CH2:20][CH2:19][CH2:18][CH2:17][CH2:16]1. The yield is 0.800. (5) The reactants are [Br:1][C:2]1[CH:3]=[C:4]2[C:8](=[CH:9][CH:10]=1)[NH:7][N:6]=[C:5]2[CH:11]1[CH2:14][CH2:13][CH2:12]1.[H-].[Na+].I[CH2:18][CH3:19]. The catalyst is CN(C=O)C. The product is [Br:1][C:2]1[CH:3]=[C:4]2[C:8](=[CH:9][CH:10]=1)[N:7]([CH2:18][CH3:19])[N:6]=[C:5]2[CH:11]1[CH2:14][CH2:13][CH2:12]1. The yield is 0.680.